From a dataset of Reaction yield outcomes from USPTO patents with 853,638 reactions. Predict the reaction yield, written as a fraction of the theoretical maximum amount of product (1.0 means a 100% yield; for example, 0.34 means a 34% yield). (1) The reactants are [CH2:1]1[C:10]2[C:5](=[CH:6][CH:7]=[CH:8][CH:9]=2)[CH2:4][CH2:3][N:2]1[CH2:11][CH:12]([OH:30])[CH2:13][O:14][C:15]1[CH:20]=[CH:19][CH:18]=[C:17](B2OC(C)(C)C(C)(C)O2)[CH:16]=1.Br[C:32]1[CH:33]=[N:34][C:35]2[C:40]([CH:41]=1)=[CH:39][CH:38]=[CH:37][CH:36]=2.C([O-])([O-])=O.[K+].[K+]. The catalyst is O1CCOCC1.C1C=CC(P(C2C=CC=CC=2)[C-]2C=CC=C2)=CC=1.C1C=CC(P(C2C=CC=CC=2)[C-]2C=CC=C2)=CC=1.Cl[Pd]Cl.[Fe+2]. The product is [CH2:1]1[C:10]2[C:5](=[CH:6][CH:7]=[CH:8][CH:9]=2)[CH2:4][CH2:3][N:2]1[CH2:11][CH:12]([OH:30])[CH2:13][O:14][C:15]1[CH:20]=[CH:19][CH:18]=[C:17]([C:32]2[CH:33]=[N:34][C:35]3[C:40]([CH:41]=2)=[CH:39][CH:38]=[CH:37][CH:36]=3)[CH:16]=1. The yield is 0.532. (2) The reactants are [CH2:1]([NH:4][CH2:5][CH2:6][CH3:7])[CH2:2][CH3:3].[NH2:8][C:9]1[CH2:10][C:11]([C:35](OCC)=[O:36])=[CH:12][C:13]2[CH:19]=[C:18]([O:20][CH3:21])[C:17]([C:22]3[CH:27]=[CH:26][C:25]([C:28]([N:30]4[CH2:34][CH2:33][CH2:32][CH2:31]4)=[O:29])=[CH:24][CH:23]=3)=[CH:16][C:14]=2[N:15]=1.NC1CC(C(OCC)=O)=CC2C=C([O:52]C)C=CC=2N=1. No catalyst specified. The product is [NH2:8][C:9]1[CH2:10][C:11]([C:35]([N:4]([CH2:5][CH2:6][CH2:7][OH:52])[CH2:1][CH2:2][CH3:3])=[O:36])=[CH:12][C:13]2[CH:19]=[C:18]([O:20][CH3:21])[C:17]([C:22]3[CH:27]=[CH:26][C:25]([C:28]([N:30]4[CH2:31][CH2:32][CH2:33][CH2:34]4)=[O:29])=[CH:24][CH:23]=3)=[CH:16][C:14]=2[N:15]=1. The yield is 0.250. (3) The reactants are [C:1]([O:11][CH:12]([C:14]([O:17][CH2:18][CH2:19][OH:20])([F:16])[F:15])[F:13])([C:4]([C:7]([F:10])([F:9])[F:8])([F:6])[F:5])([F:3])[F:2].C(=O)([O-])[O-].[K+].[K+].[F:27][C:28]([F:35])([F:34])[C:29]([F:33])=[C:30]([F:32])[F:31]. The catalyst is C(#N)C. The product is [C:1]([O:11][CH:12]([C:14]([O:17][CH2:18][CH2:19][O:20][C:30]([CH:29]([C:28]([F:35])([F:34])[F:27])[F:33])([F:32])[F:31])([F:16])[F:15])[F:13])([C:4]([C:7]([F:9])([F:8])[F:10])([F:6])[F:5])([F:3])[F:2]. The yield is 0.863. (4) The reactants are [S:1](Cl)([CH3:4])(=[O:3])=[O:2].[OH:6][CH:7]1[CH2:12][CH2:11][N:10]([C:13]([O:15][C:16]([CH3:19])([CH3:18])[CH3:17])=[O:14])[CH2:9][CH2:8]1.C(N(CC)CC)C. The catalyst is ClCCl. The product is [CH3:4][S:1]([O:6][CH:7]1[CH2:8][CH2:9][N:10]([C:13]([O:15][C:16]([CH3:19])([CH3:18])[CH3:17])=[O:14])[CH2:11][CH2:12]1)(=[O:3])=[O:2]. The yield is 1.30. (5) The reactants are Br[C:2]1[C:10]2[C:6](=[N:7][N:8]([C:11]3[CH:16]=[CH:15][N:14]=[CH:13][CH:12]=3)[N:9]=2)[C:5]([Br:17])=[CH:4][CH:3]=1.[C:18]1(B(O)O)[C:31]2[C:32]3=[C:33]4[C:28](=[CH:29][CH:30]=2)[CH:27]=[CH:26][CH:25]=[C:24]4[CH:23]=[CH:22][C:21]3=[CH:20][CH:19]=1.C(=O)([O-])[O-].[Na+].[Na+].[OH-].[Na+]. The catalyst is O.C(O)CCC.C1C=CC([P]([Pd]([P](C2C=CC=CC=2)(C2C=CC=CC=2)C2C=CC=CC=2)([P](C2C=CC=CC=2)(C2C=CC=CC=2)C2C=CC=CC=2)[P](C2C=CC=CC=2)(C2C=CC=CC=2)C2C=CC=CC=2)(C2C=CC=CC=2)C2C=CC=CC=2)=CC=1.C1(C)C=CC=CC=1. The product is [Br:17][C:5]1[C:6]2[C:10](=[N:9][N:8]([C:11]3[CH:16]=[CH:15][N:14]=[CH:13][CH:12]=3)[N:7]=2)[C:2]([C:18]2[CH:31]=[CH:30][C:29]([C:28]3[C:33]4[C:24]5=[C:23]6[C:22](=[CH:21][CH:32]=4)[CH:5]=[CH:4][CH:3]=[C:2]6[CH:10]=[CH:6][C:25]5=[CH:26][CH:27]=3)=[CH:20][CH:19]=2)=[CH:3][CH:4]=1. The yield is 0.530. (6) The reactants are [O:1]=[C:2]1[C:11]2[CH:12]=[CH:13][S:14][C:10]=2[C:9]2[CH:8]=[CH:7][C:6]([C:15](O)=[O:16])=[CH:5][C:4]=2[NH:3]1.[H-].[H-].[H-].[H-].[Li+].[Al+3].O.CO. The catalyst is O1CCOCC1.C(Cl)Cl. The product is [OH:16][CH2:15][C:6]1[CH:7]=[CH:8][C:9]2[C:10]3[S:14][CH:13]=[CH:12][C:11]=3[C:2](=[O:1])[NH:3][C:4]=2[CH:5]=1. The yield is 0.340. (7) The reactants are C(N(CC)CC)C.I[C:9]1[CH:10]=[CH:11][C:12]2[N:13]([CH:15]=[CH:16][N:17]=2)[CH:14]=1.[CH3:18][Si:19]([C:22]#[CH:23])([CH3:21])[CH3:20].O. The catalyst is Cl[Pd](Cl)([P](C1C=CC=CC=1)(C1C=CC=CC=1)C1C=CC=CC=1)[P](C1C=CC=CC=1)(C1C=CC=CC=1)C1C=CC=CC=1.[Cu]I.C(OCC)(=O)C. The product is [CH3:18][Si:19]([C:22]#[C:23][C:9]1[CH:10]=[CH:11][C:12]2[N:13]([CH:15]=[CH:16][N:17]=2)[CH:14]=1)([CH3:21])[CH3:20]. The yield is 0.980. (8) The reactants are C(=O)([O-])[O-].[K+].[K+].[NH2:7][C:8]1[C:23]([Cl:24])=[CH:22][C:21]([Cl:25])=[CH:20][C:9]=1[C:10]([N:12]=[S:13]([CH:17]([CH3:19])[CH3:18])[CH:14]([CH3:16])[CH3:15])=[O:11].[Cl:26][C:27]1[C:28]([N:33]2[C:37]([C:38](Cl)=[O:39])=[CH:36][C:35]([C:41]([F:44])([F:43])[F:42])=[N:34]2)=[N:29][CH:30]=[CH:31][CH:32]=1.O. The catalyst is C1(C)C=CC=CC=1. The product is [Cl:26][C:27]1[C:28]([N:33]2[C:37]([C:38]([NH:7][C:8]3[C:9]([C:10](=[O:11])[N:12]=[S:13]([CH:17]([CH3:19])[CH3:18])[CH:14]([CH3:15])[CH3:16])=[CH:20][C:21]([Cl:25])=[CH:22][C:23]=3[Cl:24])=[O:39])=[CH:36][C:35]([C:41]([F:44])([F:42])[F:43])=[N:34]2)=[N:29][CH:30]=[CH:31][CH:32]=1. The yield is 0.840.